This data is from CYP1A2 inhibition data for predicting drug metabolism from PubChem BioAssay. The task is: Regression/Classification. Given a drug SMILES string, predict its absorption, distribution, metabolism, or excretion properties. Task type varies by dataset: regression for continuous measurements (e.g., permeability, clearance, half-life) or binary classification for categorical outcomes (e.g., BBB penetration, CYP inhibition). Dataset: cyp1a2_veith. (1) The compound is COc1ccc(-n2c(=O)cnc3cnc(N(C)C)nc32)cc1. The result is 1 (inhibitor). (2) The compound is COc1ccc2[nH]cc(CCNc3ncncc3-c3cccc(NS(C)(=O)=O)c3)c2c1. The result is 1 (inhibitor). (3) The drug is Cc1cc(C)c(O)c(Cc2cccc(Cc3cc(C)cc(C)c3O)c2O)c1. The result is 0 (non-inhibitor). (4) The drug is CCOCC(=O)Nc1cc(-c2cn3cccnc3n2)ccc1C. The result is 1 (inhibitor). (5) The compound is C[C@H](N)CN1CCc2ccc(Br)cc21. The result is 1 (inhibitor). (6) The molecule is CN(C)c1ncc2nc(-c3cc(F)cc(F)c3)c(=O)n(CCc3ccccc3)c2n1. The result is 0 (non-inhibitor). (7) The molecule is Cc1ccc(C(=O)c2cn(-c3ccc(F)c(Cl)c3)nn2)cc1. The result is 0 (non-inhibitor).